This data is from Catalyst prediction with 721,799 reactions and 888 catalyst types from USPTO. The task is: Predict which catalyst facilitates the given reaction. (1) Reactant: Cl.Cl[CH2:3][CH2:4][CH2:5][NH2:6].[S:7]([O-:11])([O-:10])(=[O:9])=[S:8].[Na+].[Na+]. Product: [NH2:6][CH2:5][CH2:4][CH2:3][SH:8]=[S:7](=[O:9])([OH:11])[OH:10]. The catalyst class is: 6. (2) Reactant: [CH3:1][S:2]([OH:5])(=[O:4])=[O:3].[Cl:6][C:7]1[S:11][C:10]([C:12]([NH:14][C:15]2[N:16]=[C:17](SC)[S:18][C:19]=2[C:20]([NH:22][C:23]2[CH:28]=[CH:27][C:26]([N:29]3[CH2:33][CH2:32][O:31][C:30]3=[NH:34])=[CH:25][CH:24]=2)=[O:21])=[O:13])=[CH:9][CH:8]=1.OO.C1COCC1. Product: [CH3:1][S:2]([OH:5])(=[O:4])=[O:3].[Cl:6][C:7]1[S:11][C:10]([C:12]([NH:14][C:15]2[N:16]=[C:17]([S:2]([CH3:1])(=[O:5])=[O:3])[S:18][C:19]=2[C:20]([NH:22][C:23]2[CH:24]=[CH:25][C:26]([N:29]3[CH2:33][CH2:32][O:31][C:30]3=[NH:34])=[CH:27][CH:28]=2)=[O:21])=[O:13])=[CH:9][CH:8]=1. The catalyst class is: 15. (3) Reactant: C(OC(=O)[NH:7][C:8]1[CH:13]=[C:12]([CH3:14])[C:11]([C:15]([F:18])([F:17])[F:16])=[CH:10][C:9]=1[NH:19][C:20](=[O:38])[CH2:21][C:22]([C:24]1[CH:29]=[CH:28][CH:27]=[C:26]([C:30]2[CH:31]=[N:32][C:33]([CH3:37])=[CH:34][C:35]=2[CH3:36])[CH:25]=1)=O)(C)(C)C.C(O)(C(F)(F)F)=O. Product: [CH3:36][C:35]1[CH:34]=[C:33]([CH3:37])[N:32]=[CH:31][C:30]=1[C:26]1[CH:25]=[C:24]([C:22]2[CH2:21][C:20](=[O:38])[NH:19][C:9]3[CH:10]=[C:11]([C:15]([F:16])([F:17])[F:18])[C:12]([CH3:14])=[CH:13][C:8]=3[N:7]=2)[CH:29]=[CH:28][CH:27]=1. The catalyst class is: 2.